Predict the reaction yield, written as a fraction of the theoretical maximum amount of product (1.0 means a 100% yield; for example, 0.34 means a 34% yield). From a dataset of Reaction yield outcomes from USPTO patents with 853,638 reactions. The reactants are [CH:1]([C:3]1[N:8]=[C:7]2[N:9]([C@H:13]([C:15]3[CH:20]=[CH:19][CH:18]=[CH:17][CH:16]=3)[CH3:14])[C:10]([OH:12])=[N:11][C:6]2=[N:5][CH:4]=1)=[CH2:2]. The catalyst is [Pd].CO. The product is [C:15]1([C@@H:13]([N:9]2[C:7]3=[N:8][C:3]([CH2:1][CH3:2])=[CH:4][N:5]=[C:6]3[N:11]=[C:10]2[OH:12])[CH3:14])[CH:20]=[CH:19][CH:18]=[CH:17][CH:16]=1. The yield is 0.860.